Dataset: Peptide-MHC class II binding affinity with 134,281 pairs from IEDB. Task: Regression. Given a peptide amino acid sequence and an MHC pseudo amino acid sequence, predict their binding affinity value. This is MHC class II binding data. (1) The peptide sequence is DKSKPKVYQWFDL. The MHC is DRB5_0101 with pseudo-sequence DRB5_0101. The binding affinity (normalized) is 0. (2) The peptide sequence is LKGTSYKICTDKMFF. The MHC is DRB1_0801 with pseudo-sequence DRB1_0801. The binding affinity (normalized) is 0.376. (3) The MHC is DRB1_1302 with pseudo-sequence DRB1_1302. The peptide sequence is LVPFVQWFVGLSPTV. The binding affinity (normalized) is 0.292. (4) The peptide sequence is QAGGKLCPNNLCCSQ. The MHC is HLA-DQA10102-DQB10602 with pseudo-sequence HLA-DQA10102-DQB10602. The binding affinity (normalized) is 0.0119. (5) The peptide sequence is AGKATTEEQKLIEKI. The MHC is DRB1_0301 with pseudo-sequence DRB1_0301. The binding affinity (normalized) is 0.358.